This data is from Reaction yield outcomes from USPTO patents with 853,638 reactions. The task is: Predict the reaction yield, written as a fraction of the theoretical maximum amount of product (1.0 means a 100% yield; for example, 0.34 means a 34% yield). (1) The reactants are [C:1]([C:4]1[C:5]([C@@H:11]([NH:15][C:16](=[O:22])[O:17][C:18]([CH3:21])([CH3:20])[CH3:19])[CH:12]([CH3:14])[CH3:13])=[N:6][CH:7]=[C:8]([Cl:10])[CH:9]=1)(=[O:3])[CH3:2].[BH4-].[Na+]. The catalyst is CCO. The product is [C:18]([O:17][C:16](=[O:22])[NH:15][C@H:11]([C:5]1[C:4]([CH:1]([OH:3])[CH3:2])=[CH:9][C:8]([Cl:10])=[CH:7][N:6]=1)[CH:12]([CH3:14])[CH3:13])([CH3:20])([CH3:21])[CH3:19]. The yield is 0.850. (2) The reactants are [CH3:1][C:2]([C:8]1[CH:13]=[CH:12][C:11]([C:14](=[O:26])[NH:15][C:16]2[N:17]=[C:18]3[CH:23]=[CH:22][CH:21]=[C:20]([CH3:24])[N:19]3[CH:25]=2)=[CH:10][CH:9]=1)([CH3:7])[C:3]([O:5]C)=[O:4].[OH-].[K+]. The catalyst is O1CCCC1.CO. The product is [CH3:7][C:2]([C:8]1[CH:9]=[CH:10][C:11]([C:14](=[O:26])[NH:15][C:16]2[N:17]=[C:18]3[CH:23]=[CH:22][CH:21]=[C:20]([CH3:24])[N:19]3[CH:25]=2)=[CH:12][CH:13]=1)([CH3:1])[C:3]([OH:5])=[O:4]. The yield is 0.470. (3) The reactants are Br[CH:2]([C:4]1[C:12]([C:13]2[CH:18]=[C:17]([F:19])[CH:16]=[C:15]([F:20])[CH:14]=2)=[C:7]2[CH:8]=[CH:9][CH:10]=[CH:11][N:6]2[N:5]=1)[CH3:3].[N-:21]=[N+:22]=[N-:23].[Na+]. The catalyst is CN(C)C=O.C(OCC)(=O)C. The product is [N:21]([CH:2]([C:4]1[C:12]([C:13]2[CH:18]=[C:17]([F:19])[CH:16]=[C:15]([F:20])[CH:14]=2)=[C:7]2[CH:8]=[CH:9][CH:10]=[CH:11][N:6]2[N:5]=1)[CH3:3])=[N+:22]=[N-:23]. The yield is 0.730. (4) The reactants are [F:1][C:2]1[CH:7]=[CH:6][CH:5]=[CH:4][C:3]=1[O:8][C:9]1[CH:14]=[CH:13][C:12]([N+:15]([O-])=O)=[CH:11][CH:10]=1.[NH4+].[Cl-]. The catalyst is CO.O.[Fe]. The product is [F:1][C:2]1[CH:7]=[CH:6][CH:5]=[CH:4][C:3]=1[O:8][C:9]1[CH:14]=[CH:13][C:12]([NH2:15])=[CH:11][CH:10]=1. The yield is 0.730.